Dataset: Catalyst prediction with 721,799 reactions and 888 catalyst types from USPTO. Task: Predict which catalyst facilitates the given reaction. (1) Reactant: [F:1][C:2]1[CH:3]=[C:4]([C:8]2[CH:16]=[CH:15][CH:14]=[C:13]3[C:9]=2[CH2:10][C:11](=[O:17])[NH:12]3)[CH:5]=[CH:6][CH:7]=1.[CH2:18]([N:20]([CH2:34][CH3:35])[CH2:21][CH2:22][NH:23][C:24]([C:26]1[C:30]([CH3:31])=[C:29]([CH:32]=O)[NH:28][CH:27]=1)=[O:25])[CH3:19]. Product: [CH2:34]([N:20]([CH2:18][CH3:19])[CH2:21][CH2:22][NH:23][C:24]([C:26]1[C:30]([CH3:31])=[C:29]([CH:32]=[C:10]2[C:9]3[C:13](=[CH:14][CH:15]=[CH:16][C:8]=3[C:4]3[CH:5]=[CH:6][CH:7]=[C:2]([F:1])[CH:3]=3)[NH:12][C:11]2=[O:17])[NH:28][CH:27]=1)=[O:25])[CH3:35]. The catalyst class is: 360. (2) Reactant: Cl[CH2:2][C:3]1[N:7]([CH3:8])[N:6]=[C:5]([C:9]2[CH:14]=[CH:13][C:12]([O:15][C:16]([F:19])([F:18])[F:17])=[CH:11][CH:10]=2)[CH:4]=1.[I-:20].[Na+].COC(C)(C)C. Product: [I:20][CH2:2][C:3]1[N:7]([CH3:8])[N:6]=[C:5]([C:9]2[CH:14]=[CH:13][C:12]([O:15][C:16]([F:19])([F:18])[F:17])=[CH:11][CH:10]=2)[CH:4]=1. The catalyst class is: 21.